Dataset: Full USPTO retrosynthesis dataset with 1.9M reactions from patents (1976-2016). Task: Predict the reactants needed to synthesize the given product. (1) The reactants are: O.[NH2:2][NH2:3].[Br:4][C:5]1[CH:6]=[CH:7][C:8]([C:11]([O:13]C)=O)=[N:9][CH:10]=1. Given the product [Br:4][C:5]1[CH:6]=[CH:7][C:8]([C:11]([NH:2][NH2:3])=[O:13])=[N:9][CH:10]=1, predict the reactants needed to synthesize it. (2) Given the product [C-:1]1([CH:6]=[CH:15][C:16]([OH:18])=[O:17])[CH:2]=[CH:3][CH:4]=[CH:5]1.[CH-:8]1[CH:12]=[CH:11][CH:10]=[CH:9]1.[Fe+2:13], predict the reactants needed to synthesize it. The reactants are: [C-:1]1([CH:6]=O)[CH:5]=[CH:4][CH:3]=[CH:2]1.[CH-:8]1[CH:12]=[CH:11][CH:10]=[CH:9]1.[Fe+2:13].C(O)(=O)[CH2:15][C:16]([OH:18])=[O:17].N1CCCCC1.Cl.